This data is from Forward reaction prediction with 1.9M reactions from USPTO patents (1976-2016). The task is: Predict the product of the given reaction. (1) Given the reactants [Cl:1][C:2]1[CH:7]=[CH:6][C:5]([C:8]2[C:12]([C:13]3[CH:18]=[CH:17][N:16]=[C:15]([NH:19][C:20]4[CH:27]=[CH:26][C:23]([C:24]#[N:25])=[CH:22][CH:21]=4)[N:14]=3)=[CH:11][NH:10][N:9]=2)=[CH:4][CH:3]=1.[N:28]([Sn](CCCC)(CCCC)CCCC)=[N+:29]=[N-:30], predict the reaction product. The product is: [Cl:1][C:2]1[CH:3]=[CH:4][C:5]([C:8]2[C:12]([C:13]3[CH:18]=[CH:17][N:16]=[C:15]([NH:19][C:20]4[CH:27]=[CH:26][C:23]([C:24]5[NH:30][N:29]=[N:28][N:25]=5)=[CH:22][CH:21]=4)[N:14]=3)=[CH:11][NH:10][N:9]=2)=[CH:6][CH:7]=1. (2) Given the reactants Br[C:2]1[CH:7]=[CH:6][C:5]([N+:8]([O-])=O)=[CH:4][C:3]=1[Cl:11].C(C([Sn])=C(CCCC)CCCC)CCC.C=CC1C=CC=CC=1.C([Sn](Br)(CCCC)CCCC)CCC.[N+](=CC(OCC)=O)=[N-].[C:57](OCC)(=O)/[CH:58]=[CH:59]/[C:60]([O:62][CH2:63][CH3:64])=[O:61], predict the reaction product. The product is: [CH2:63]([O:62][C:60]([C@@H:59]1[CH2:58][C@H:57]1[C:2]1[CH:7]=[CH:6][C:5]([NH2:8])=[CH:4][C:3]=1[Cl:11])=[O:61])[CH3:64]. (3) Given the reactants [CH:1]([C:9]1[NH:13][C:12]2[CH:14]=[CH:15][CH:16]=[CH:17][C:11]=2[N:10]=1)=[CH:2][C:3]1[CH:8]=[CH:7][CH:6]=[CH:5][CH:4]=1.Cl[C:19]1[N:24]=[C:23]([C:25]([F:28])([F:27])[F:26])[CH:22]=[CH:21][N:20]=1.N1C=CC=CC=1N1C2C=CC=CC=2N=C1/C=C/C1C=CC=CC=1.[C:52]([OH:57])(=[O:56])[C:53]([OH:55])=[O:54], predict the reaction product. The product is: [C:52]([OH:57])(=[O:56])[C:53]([OH:55])=[O:54].[CH:1](/[C:9]1[N:10]([C:19]2[N:24]=[C:23]([C:25]([F:28])([F:27])[F:26])[CH:22]=[CH:21][N:20]=2)[C:11]2[CH:17]=[CH:16][CH:15]=[CH:14][C:12]=2[N:13]=1)=[CH:2]\[C:3]1[CH:4]=[CH:5][CH:6]=[CH:7][CH:8]=1. (4) Given the reactants [CH3:1][O:2][CH2:3][C:4]([OH:6])=O.[CH3:7][C:8]1[N:9]=[N:10][N:11]([CH2:13][C:14]2[CH:19]=[C:18]([C:20]([F:23])([F:22])[F:21])[CH:17]=[CH:16][C:15]=2/[CH:24]=[CH:25]/[C:26]([N:28]2[CH2:33][CH2:32][CH:31]([NH:34][CH3:35])[CH2:30][CH2:29]2)=[O:27])[N:12]=1.C(N(CC)CC)C.C(P1(=O)OP(CCC)(=O)OP(CCC)(=O)O1)CC, predict the reaction product. The product is: [CH3:1][O:2][CH2:3][C:4]([N:34]([CH3:35])[CH:31]1[CH2:32][CH2:33][N:28]([C:26](=[O:27])/[CH:25]=[CH:24]/[C:15]2[CH:16]=[CH:17][C:18]([C:20]([F:21])([F:22])[F:23])=[CH:19][C:14]=2[CH2:13][N:11]2[N:10]=[N:9][C:8]([CH3:7])=[N:12]2)[CH2:29][CH2:30]1)=[O:6]. (5) Given the reactants Br[C:2]1[CH:3]=[CH:4][C:5]2[O:9][C:8]([C:10]3[CH:15]=[CH:14][C:13]([C:16]([F:19])([F:18])[F:17])=[CH:12][CH:11]=3)=[N:7][C:6]=2[CH:20]=1.[CH3:21][C:22]1([CH3:38])[C:26]([CH3:28])([CH3:27])[O:25][B:24]([B:24]2[O:25][C:26]([CH3:28])([CH3:27])[C:22]([CH3:38])([CH3:21])[O:23]2)[O:23]1.C([O-])(=O)C.[K+].C(Cl)Cl, predict the reaction product. The product is: [CH3:21][C:22]1([CH3:38])[C:26]([CH3:28])([CH3:27])[O:25][B:24]([C:2]2[CH:3]=[CH:4][C:5]3[O:9][C:8]([C:10]4[CH:15]=[CH:14][C:13]([C:16]([F:19])([F:18])[F:17])=[CH:12][CH:11]=4)=[N:7][C:6]=3[CH:20]=2)[O:23]1. (6) Given the reactants [NH:1]1[C:9]2[C:4](=[CH:5][CH:6]=[CH:7][CH:8]=2)[C:3](/[CH:10]=[C:11]2\[O:12][C:13]3[C:20](/[CH:21]=[CH:22]/[CH2:23][CH:24]4[CH2:29][CH2:28][N:27](C(OC(C)(C)C)=O)[CH2:26][CH2:25]4)=[C:19]([O:37][CH3:38])[CH:18]=[CH:17][C:14]=3[C:15]\2=[O:16])=[N:2]1.Cl, predict the reaction product. The product is: [NH:1]1[C:9]2[C:4](=[CH:5][CH:6]=[CH:7][CH:8]=2)[C:3](/[CH:10]=[C:11]2\[O:12][C:13]3[C:20](/[CH:21]=[CH:22]/[CH2:23][CH:24]4[CH2:29][CH2:28][NH:27][CH2:26][CH2:25]4)=[C:19]([O:37][CH3:38])[CH:18]=[CH:17][C:14]=3[C:15]\2=[O:16])=[N:2]1. (7) Given the reactants [NH2:1][C:2]1([C:8]([OH:10])=[O:9])[CH2:7][CH2:6][CH2:5][CH2:4][CH2:3]1.[CH2:11](N(CC)CC)C.[C:18]([O:21][CH2:22][CH3:23])(=[O:20])[CH3:19].CN(C)[CH:26]=[O:27], predict the reaction product. The product is: [O:20]=[C:18]1[CH:19]=[CH:11][C:23]([C:26]([NH:1][C:2]2([C:8]([OH:10])=[O:9])[CH2:7][CH2:6][CH2:5][CH2:4][CH2:3]2)=[O:27])=[CH:22][O:21]1. (8) The product is: [Cl:23][C:20]1[CH:19]=[CH:18][C:17]([N:13]2[CH2:14][CH2:15][CH2:16][N:11]([NH:10][C:45](=[O:46])/[CH:44]=[CH:43]/[C:41]3[CH:40]=[CH:39][C:38]([N:48]4[CH:52]=[C:51]([CH3:53])[N:50]=[CH:49]4)=[C:37]([O:36][CH3:35])[N:42]=3)[C:12]2=[O:24])=[CH:22][CH:21]=1. Given the reactants C(N(C(C)C)CC)(C)C.[NH2:10][N:11]1[CH2:16][CH2:15][CH2:14][N:13]([C:17]2[CH:22]=[CH:21][C:20]([Cl:23])=[CH:19][CH:18]=2)[C:12]1=[O:24].C1C=CC2N(O)N=NC=2C=1.[CH3:35][O:36][C:37]1[N:42]=[C:41](/[CH:43]=[CH:44]/[C:45](O)=[O:46])[CH:40]=[CH:39][C:38]=1[N:48]1[CH:52]=[C:51]([CH3:53])[N:50]=[CH:49]1, predict the reaction product.